This data is from Full USPTO retrosynthesis dataset with 1.9M reactions from patents (1976-2016). The task is: Predict the reactants needed to synthesize the given product. (1) Given the product [CH3:29][N:2]([CH3:1])[C:3]1([C:23]2[CH:24]=[CH:25][CH:26]=[CH:27][CH:28]=2)[CH2:8][CH2:7][C:6]([CH2:10][C@H:11]([CH3:22])[CH2:12][C:13]2[C:34]3[C:32](=[CH:31][CH:37]=[CH:36][CH:35]=3)[NH:33][C:14]=2[Si:15]([CH2:20][CH3:21])([CH2:18][CH3:19])[CH2:16][CH3:17])([OH:9])[CH2:5][CH2:4]1, predict the reactants needed to synthesize it. The reactants are: [CH3:1][N:2]([CH3:29])[C:3]1([C:23]2[CH:28]=[CH:27][CH:26]=[CH:25][CH:24]=2)[CH2:8][CH2:7][C:6]([CH2:10][C@H:11]([CH3:22])[CH2:12][C:13]#[C:14][Si:15]([CH2:20][CH3:21])([CH2:18][CH3:19])[CH2:16][CH3:17])([OH:9])[CH2:5][CH2:4]1.I[C:31]1[CH:37]=[CH:36][CH:35]=[CH:34][C:32]=1[NH2:33].C(=O)([O-])[O-].[Na+].[Na+]. (2) Given the product [CH:27]([C:3]1[CH:4]=[C:5]2[C:10]([CH2:9][CH2:8][CH2:7][CH2:6]2)=[C:1]([OH:21])[C:2]=1[C:11]1[CH:20]=[CH:19][C:18]2[CH2:17][CH2:16][CH2:15][CH2:14][C:13]=2[CH:12]=1)([CH3:29])[CH3:28], predict the reactants needed to synthesize it. The reactants are: [C:1]1([OH:21])[C:2]([C:11]2[CH:20]=[CH:19][C:18]3[CH2:17][CH2:16][CH2:15][CH2:14][C:13]=3[CH:12]=2)=[CH:3][CH:4]=[C:5]2[C:10]=1[CH2:9][CH2:8][CH2:7][CH2:6]2.CS(O[CH:27]([CH3:29])[CH3:28])(=O)=O. (3) Given the product [CH2:34]([O:36][CH2:37][CH2:38][NH:39][C:28]([C:14]1[C:15](=[O:27])[N:16]([CH2:19][C:20](=[O:26])[N:21]2[CH2:25][CH2:24][CH2:23][CH2:22]2)[C:17]2[C:12]([C:13]=1[OH:33])=[N:11][CH:10]=[C:9]([CH2:8][C:5]1[CH:4]=[CH:3][C:2]([F:1])=[CH:7][CH:6]=1)[CH:18]=2)=[O:29])[CH3:35], predict the reactants needed to synthesize it. The reactants are: [F:1][C:2]1[CH:7]=[CH:6][C:5]([CH2:8][C:9]2[CH:18]=[C:17]3[C:12]([C:13]([OH:33])=[C:14]([C:28](OCC)=[O:29])[C:15](=[O:27])[N:16]3[CH2:19][C:20](=[O:26])[N:21]3[CH2:25][CH2:24][CH2:23][CH2:22]3)=[N:11][CH:10]=2)=[CH:4][CH:3]=1.[CH2:34]([O:36][CH2:37][CH2:38][NH2:39])[CH3:35]. (4) Given the product [CH3:26][S:27]([C:30]1[CH:31]=[C:32]([C:6]2[CH:7]=[CH:2][CH:3]=[C:4]([CH:8]([C:19]3[CH:24]=[CH:23][CH:22]=[CH:21][C:20]=3[CH3:25])[CH2:9][C:10]([C:13]3[CH:14]=[CH:15][N:16]=[CH:17][CH:18]=3)=[N:11][OH:12])[CH:5]=2)[CH:33]=[CH:34][CH:35]=1)(=[O:29])=[O:28], predict the reactants needed to synthesize it. The reactants are: Br[C:2]1[CH:3]=[C:4]([CH:8]([C:19]2[CH:24]=[CH:23][CH:22]=[CH:21][C:20]=2[CH3:25])[CH2:9][C:10]([C:13]2[CH:18]=[CH:17][N:16]=[CH:15][CH:14]=2)=[N:11][OH:12])[CH:5]=[CH:6][CH:7]=1.[CH3:26][S:27]([C:30]1[CH:31]=[C:32](B(O)O)[CH:33]=[CH:34][CH:35]=1)(=[O:29])=[O:28]. (5) Given the product [Cl:57][C:52]1[CH:53]=[CH:54][CH:55]=[CH:56][C:51]=1[CH2:50][N:46]1[CH2:47][CH2:48][CH2:49][C@@H:44]([O:43][C:34]2[C:33]([CH:30]3[CH2:31][CH2:32]3)=[CH:41][C:37]([C:38]([NH:69][S:66]([CH:63]3[CH2:65][CH2:64]3)(=[O:68])=[O:67])=[O:39])=[C:36]([F:42])[CH:35]=2)[CH2:45]1, predict the reactants needed to synthesize it. The reactants are: C1(C2C(O[C@@H]3CCCN(CC4C=CC(Cl)=C(Cl)C=4)C3)=CC(F)=C(C=2)C(O)=O)CC1.[CH:30]1([C:33]2[C:34]([O:43][C@@H:44]3[CH2:49][CH2:48][CH2:47][N:46]([CH2:50][C:51]4[CH:56]=[CH:55][CH:54]=[CH:53][C:52]=4[Cl:57])[CH2:45]3)=[CH:35][C:36]([F:42])=[C:37]([CH:41]=2)[C:38](O)=[O:39])[CH2:32][CH2:31]1.CS(N)(=O)=O.[CH:63]1([S:66]([NH2:69])(=[O:68])=[O:67])[CH2:65][CH2:64]1. (6) Given the product [CH3:1][C@@H:2]([C@@H:14]1[C@@:18]2([CH3:43])[CH2:19][CH2:20][C@@H:21]3[C@@:26]4([CH3:41])[CH2:27][CH2:28][C@H:29]([NH:31][CH2:32][CH2:33][CH2:34][NH:35][CH2:36][CH2:37][CH2:38][CH2:39][NH2:40])[CH2:30][C@@H:25]4[CH2:24][C@@H:23]([OH:42])[C@H:22]3[C@@H:17]2[CH2:16][CH2:15]1)[CH2:3][CH2:4][C@@H:5]([O:9][S:10]([OH:13])(=[O:12])=[O:11])[CH:6]([CH3:7])[CH3:8].[CH3:47][C@H:45]([OH:46])[C:44]([OH:49])=[O:48].[CH3:47][C@H:45]([OH:46])[C:44]([OH:49])=[O:48], predict the reactants needed to synthesize it. The reactants are: [CH3:1][C@@H:2]([C@@H:14]1[C@@:18]2([CH3:43])[CH2:19][CH2:20][C@@H:21]3[C@@:26]4([CH3:41])[CH2:27][CH2:28][C@H:29]([NH:31][CH2:32][CH2:33][CH2:34][NH:35][CH2:36][CH2:37][CH2:38][CH2:39][NH2:40])[CH2:30][C@@H:25]4[CH2:24][C@@H:23]([OH:42])[C@H:22]3[C@@H:17]2[CH2:16][CH2:15]1)[CH2:3][CH2:4][C@@H:5]([O:9][S:10]([OH:13])(=[O:12])=[O:11])[CH:6]([CH3:8])[CH3:7].[C:44]([OH:49])(=[O:48])[C@H:45]([CH3:47])[OH:46].C(O)C.